Dataset: Reaction yield outcomes from USPTO patents with 853,638 reactions. Task: Predict the reaction yield, written as a fraction of the theoretical maximum amount of product (1.0 means a 100% yield; for example, 0.34 means a 34% yield). (1) The reactants are CS(C)=O.C(Cl)(=O)C(Cl)=O.[CH3:11][N:12]1[CH2:17][CH2:16][CH2:15][CH2:14][CH:13]1[CH2:18][OH:19].C(N(CC)CC)C. The catalyst is ClCCl. The product is [CH3:11][N:12]1[CH2:17][CH2:16][CH2:15][CH2:14][CH:13]1[CH:18]=[O:19]. The yield is 0.310. (2) The reactants are [CH2:1]([NH2:3])[CH3:2].[CH2:4]1[CH2:10][S:7](=[O:9])(=[O:8])[O:6][CH2:5]1. The catalyst is O1CCCC1. The product is [CH2:1]([NH:3][CH2:5][CH2:4][CH2:10][S:7]([OH:9])(=[O:8])=[O:6])[CH3:2]. The yield is 0.570. (3) The reactants are [Cl:1][C:2]1[CH:3]=[CH:4][C:5]([C:28]([F:31])([F:30])[F:29])=[C:6]([CH:27]=1)[CH2:7][N:8]1[CH2:13][CH2:12][NH:11][C:10]2[N:14]=[CH:15][C:16]([C:18]3[CH:26]=[CH:25][C:21]([C:22](O)=[O:23])=[CH:20][CH:19]=3)=[CH:17][C:9]1=2.[NH:32]1[CH2:37][CH2:36][CH2:35][CH2:34][CH2:33]1. No catalyst specified. The product is [CH2:35]1[CH2:36][CH2:37][N:32]([C:22]([C:21]2[CH:20]=[CH:19][C:18]([C:16]3[CH:15]=[N:14][C:10]4[NH:11][CH2:12][CH2:13][N:8]([CH2:7][C:6]5[CH:27]=[C:2]([Cl:1])[CH:3]=[CH:4][C:5]=5[C:28]([F:31])([F:30])[F:29])[C:9]=4[CH:17]=3)=[CH:26][CH:25]=2)=[O:23])[CH2:33][CH2:34]1. The yield is 0.640. (4) The reactants are [Cl:1][C:2]1[CH:12]=[C:11](Br)[CH:10]=[CH:9][C:3]=1[C:4]([O:6][CH2:7][CH3:8])=[O:5].[CH:14]([B-](F)(F)F)=[CH2:15].[K+].C(=O)([O-])[O-].[K+].[K+]. The catalyst is CS(C)=O.O. The product is [Cl:1][C:2]1[CH:12]=[C:11]([CH:14]=[CH2:15])[CH:10]=[CH:9][C:3]=1[C:4]([O:6][CH2:7][CH3:8])=[O:5]. The yield is 0.690. (5) The reactants are [NH2:1][C:2]1[N:6]([C:7]2[CH:12]=[C:11]([S:13][CH3:14])[N:10]=[C:9]([CH3:15])[N:8]=2)[N:5]=[CH:4][C:3]=1C(O)=O. The catalyst is O. The product is [CH3:15][C:9]1[N:8]=[C:7]([N:6]2[C:2]([NH2:1])=[CH:3][CH:4]=[N:5]2)[CH:12]=[C:11]([S:13][CH3:14])[N:10]=1. The yield is 0.850. (6) The reactants are [CH:1]([O:3][CH2:4][C:5]1[CH:10]=[CH:9][CH:8]=[CH:7][CH:6]=1)=[O:2].C(O)(=O)[CH2:12][CH2:13][CH2:14][CH2:15][C:16]([OH:18])=[O:17]. The catalyst is CCCCCCCC. The product is [CH2:4]([O:3][C:1](=[O:2])[CH2:12][CH2:13][CH2:14][CH2:15][C:16]([OH:18])=[O:17])[C:5]1[CH:10]=[CH:9][CH:8]=[CH:7][CH:6]=1. The yield is 0.870. (7) The reactants are [CH2:1]([C@H:4]1[CH2:9][CH2:8][C@H:7]([CH2:10]O)[CH2:6][CH2:5]1)[CH2:2][CH3:3].N1C=CC=CC=1.S(Cl)([Cl:20])=O. The catalyst is C1(C)C=CC=CC=1. The product is [CH2:1]([C@H:4]1[CH2:9][CH2:8][C@H:7]([CH2:10][Cl:20])[CH2:6][CH2:5]1)[CH2:2][CH3:3]. The yield is 0.860.